Task: Predict the reaction yield, written as a fraction of the theoretical maximum amount of product (1.0 means a 100% yield; for example, 0.34 means a 34% yield).. Dataset: Reaction yield outcomes from USPTO patents with 853,638 reactions (1) The reactants are [NH2:1][C@@H:2]1[C:11]2[C:6](=[CH:7][CH:8]=[CH:9][CH:10]=2)[C@H:5]([OH:12])[CH2:4][CH2:3]1.[H-].[Na+].F[C:16]1[CH:17]=[CH:18][C:19]([C:22]([N:24]2[CH2:29][CH2:28][O:27][CH2:26][CH2:25]2)=[O:23])=[N:20][CH:21]=1. The catalyst is CN(C=O)C. The product is [NH2:1][C@@H:2]1[C:11]2[C:6](=[CH:7][CH:8]=[CH:9][CH:10]=2)[C@H:5]([O:12][C:16]2[CH:17]=[CH:18][C:19]([C:22]([N:24]3[CH2:29][CH2:28][O:27][CH2:26][CH2:25]3)=[O:23])=[N:20][CH:21]=2)[CH2:4][CH2:3]1. The yield is 0.720. (2) The reactants are [NH2:1][C:2]1[CH:3]=[C:4]2[C:8](=[CH:9][C:10]=1[NH2:11])[C:7](=[O:12])[N:6]([CH2:13][CH2:14][N:15]([CH3:17])[CH3:16])[C:5]2=[O:18].[CH3:19][O:20][C:21]1[N:28]=[CH:27][CH:26]=[C:25]([O:29][CH:30]([CH3:38])[CH2:31][C:32]2[CH:37]=[CH:36][CH:35]=[CH:34][CH:33]=2)[C:22]=1[CH:23]=O. The catalyst is CO.C(O)(=O)C. The product is [CH3:17][N:15]([CH3:16])[CH2:14][CH2:13][N:6]1[C:5](=[O:18])[C:4]2[CH:3]=[C:2]3[NH:1][C:23]([C:22]4[C:21]([O:20][CH3:19])=[N:28][CH:27]=[CH:26][C:25]=4[O:29][CH:30]([CH3:38])[CH2:31][C:32]4[CH:37]=[CH:36][CH:35]=[CH:34][CH:33]=4)=[N:11][C:10]3=[CH:9][C:8]=2[C:7]1=[O:12]. The yield is 0.692.